Dataset: Experimentally validated miRNA-target interactions with 360,000+ pairs, plus equal number of negative samples. Task: Binary Classification. Given a miRNA mature sequence and a target amino acid sequence, predict their likelihood of interaction. The miRNA is hsa-miR-4267 with sequence UCCAGCUCGGUGGCAC. The protein sequence of the target gene is MAAKSDGAAASASPDPEGAAGGARGSAGGRGEAAAAAGPPGVVGAGGPGPRYELRDCCWVLCALLVFFSDGATDLWLAASYYLQNQHTYFSLTLLFVLLPSLVVQLLSFRWFVYDYSEPAGSPGPAVSTKDSVAGGAAISTKDSAGAFRTKEGSPEPGPQPAPSSASAYRRRCCRLCIWLLQTLVHLLQLGQVWRYLRALYLGLQSRWRGERLRRHFYWQMLFESADVSMLRLLETFLRSAPQLVLQLSLLVHRGGAPDLLPALSTSASLVSLAWTLASYQKVLRDSRDDKRPLSYKGAV.... Result: 1 (interaction).